Dataset: Reaction yield outcomes from USPTO patents with 853,638 reactions. Task: Predict the reaction yield, written as a fraction of the theoretical maximum amount of product (1.0 means a 100% yield; for example, 0.34 means a 34% yield). (1) The reactants are [CH2:1]([O:8][C:9]1[C:14]2[N:15]([CH2:19][CH2:20][O:21][CH3:22])[C:16]([CH3:18])=[N:17][C:13]=2[CH:12]=[C:11]([C:23]([OH:25])=O)[CH:10]=1)[C:2]1[CH:7]=[CH:6][CH:5]=[CH:4][CH:3]=1.[CH3:26][NH:27][CH2:28][CH2:29][OH:30]. No catalyst specified. The product is [CH2:1]([O:8][C:9]1[C:14]2[N:15]([CH2:19][CH2:20][O:21][CH3:22])[C:16]([CH3:18])=[N:17][C:13]=2[CH:12]=[C:11]([C:23]([N:27]([CH2:28][CH2:29][OH:30])[CH3:26])=[O:25])[CH:10]=1)[C:2]1[CH:3]=[CH:4][CH:5]=[CH:6][CH:7]=1. The yield is 0.990. (2) The reactants are [OH:1][C:2]([C:5]1[C:21]([O:22][CH2:23][C@@H:24]([N:29]2C(=O)C3C(=CC=CC=3)C2=O)[CH2:25][CH:26]([CH3:28])[CH3:27])=[CH:20][C:8]2[N:9]([CH3:19])[C:10](=[O:18])[C:11]3[C:16]([C:7]=2[CH:6]=1)=[CH:15][CH:14]=[N:13][C:12]=3[CH3:17])([CH3:4])[CH3:3].NN. The catalyst is C(O)C. The product is [NH2:29][C@@H:24]([CH2:25][CH:26]([CH3:28])[CH3:27])[CH2:23][O:22][C:21]1[C:5]([C:2]([OH:1])([CH3:3])[CH3:4])=[CH:6][C:7]2[C:16]3[C:11](=[C:12]([CH3:17])[N:13]=[CH:14][CH:15]=3)[C:10](=[O:18])[N:9]([CH3:19])[C:8]=2[CH:20]=1. The yield is 0.140. (3) The reactants are [N:1]1([C:12]([O:14][C:15]([CH3:18])([CH3:17])[CH3:16])=[O:13])[CH2:6][CH2:5][CH:4]([C:7]([O:9][CH2:10][CH3:11])=[O:8])[CH2:3][CH2:2]1.[Li+].CC([N-]C(C)C)C.[F:27][C:28]([F:34])([F:33])S([O-])(=O)=O.[F:27][C:28]([F:34])([F:33])[S+]1C2C=CC=CC=2C2C=CC=CC1=2.CCCCCC. The catalyst is C1COCC1. The product is [F:27][C:28]([F:34])([F:33])[C:4]1([C:7]([O:9][CH2:10][CH3:11])=[O:8])[CH2:3][CH2:2][N:1]([C:12]([O:14][C:15]([CH3:17])([CH3:16])[CH3:18])=[O:13])[CH2:6][CH2:5]1. The yield is 0.230. (4) The reactants are Cl.[NH:2]1[CH:6]=[CH:5][CH:4]=[C:3]1[C:7]1[O:11][N:10]=[C:9]([CH:12]2[CH2:17][CH2:16][CH2:15][NH:14][CH2:13]2)[N:8]=1.C(N(CC)CC)C.[F:25][C:26]1[CH:27]=[C:28]([CH:32]=[CH:33][C:34]=1[F:35])[C:29](Cl)=[O:30].O. The catalyst is ClCCl. The product is [F:25][C:26]1[CH:27]=[C:28]([C:29]([N:14]2[CH2:15][CH2:16][CH2:17][CH:12]([C:9]3[N:8]=[C:7]([C:3]4[NH:2][CH:6]=[CH:5][CH:4]=4)[O:11][N:10]=3)[CH2:13]2)=[O:30])[CH:32]=[CH:33][C:34]=1[F:35]. The yield is 0.700. (5) The reactants are [N:1]1[CH:6]=[CH:5][CH:4]=[CH:3][C:2]=1[C:7]1[C:16]([OH:17])=[CH:15][C:14]2[C:9](=[N:10][CH:11]=[CH:12][CH:13]=2)[N:8]=1.Cl[C:19]1[C:28]2[C:23](=[CH:24][C:25]([O:31][CH3:32])=[C:26]([O:29][CH3:30])[CH:27]=2)[N:22]=[CH:21][CH:20]=1.O. The catalyst is CN(C)C1C=CN=CC=1.ClC1C=CC=CC=1Cl. The product is [CH3:30][O:29][C:26]1[CH:27]=[C:28]2[C:23](=[CH:24][C:25]=1[O:31][CH3:32])[N:22]=[CH:21][CH:20]=[C:19]2[O:17][C:16]1[C:7]([C:2]2[CH:3]=[CH:4][CH:5]=[CH:6][N:1]=2)=[N:8][C:9]2[C:14]([CH:15]=1)=[CH:13][CH:12]=[CH:11][N:10]=2. The yield is 0.120. (6) The reactants are [Cl:1][C:2]1[CH:7]=[CH:6][C:5]([S:8](Cl)(=[O:10])=[O:9])=[CH:4][CH:3]=1.[N-:12]=[N+:13]=[N-:14].[Na+]. The catalyst is O1CCCC1.O. The product is [Cl:1][C:2]1[CH:7]=[CH:6][C:5]([S:8]([N:12]=[N+:13]=[N-:14])(=[O:10])=[O:9])=[CH:4][CH:3]=1. The yield is 0.780. (7) The reactants are FC(F)(F)S([O-])(=O)=O.[Mg+2].FC(F)(F)S([O-])(=O)=O.[O:18]1[CH2:20][C@H:19]1[C:21]([O:23][CH3:24])=[O:22].[CH2:25]([OH:27])[CH3:26]. The catalyst is C(Cl)Cl. The product is [CH2:25]([O:27][CH2:20][C@H:19]([OH:18])[C:21]([O:23][CH3:24])=[O:22])[CH3:26]. The yield is 0.530. (8) The reactants are [OH:1][C:2]1[CH:3]=[C:4]2[C:9](=[CH:10][CH:11]=1)[CH2:8][N:7]([CH:12]=O)[CH2:6][C:5]2([CH3:15])[CH3:14].[CH2:16]([Mg]Br)[CH3:17].C(OCC)(=O)C. The catalyst is O1CCCC1.C(OCC)C.CCCCCC. The product is [CH:12]1([N:7]2[CH2:6][C:5]([CH3:15])([CH3:14])[C:4]3[C:9](=[CH:10][CH:11]=[C:2]([OH:1])[CH:3]=3)[CH2:8]2)[CH2:17][CH2:16]1. The yield is 0.630.